Dataset: Reaction yield outcomes from USPTO patents with 853,638 reactions. Task: Predict the reaction yield, written as a fraction of the theoretical maximum amount of product (1.0 means a 100% yield; for example, 0.34 means a 34% yield). (1) The reactants are [CH3:1][C:2]1[CH:22]=[CH:21][C:5]([C:6]([NH:8][C:9]2[S:10][C:11]3[CH:17]=[C:16]([C:18]([OH:20])=O)[CH:15]=[CH:14][C:12]=3[N:13]=2)=[O:7])=[CH:4][CH:3]=1.[NH2:23][C:24]1[CH:29]=[CH:28][CH:27]=[CH:26][CH:25]=1.F[P-](F)(F)(F)(F)F.N1(O[P+](N(C)C)(N(C)C)N(C)C)C2C=CC=CC=2N=N1.C(N(C(C)C)CC)(C)C. The catalyst is CN(C)C=O. The product is [CH3:1][C:2]1[CH:3]=[CH:4][C:5]([C:6]([NH:8][C:9]2[S:10][C:11]3[CH:17]=[C:16]([C:18]([NH:23][C:24]4[CH:29]=[CH:28][CH:27]=[CH:26][CH:25]=4)=[O:20])[CH:15]=[CH:14][C:12]=3[N:13]=2)=[O:7])=[CH:21][CH:22]=1. The yield is 0.550. (2) The reactants are [NH2:1][C:2]1[CH:7]=[CH:6][CH:5]=[CH:4][C:3]=1[N:8]1[CH2:13][CH2:12][N:11]([C:14](=[O:23])[CH2:15][N:16]2[C:20]([CH3:21])=[CH:19][C:18]([CH3:22])=[N:17]2)[CH2:10][CH2:9]1.C(N(C(C)C)CC)(C)C.[C:33](Cl)(=[O:40])[C:34]1[CH:39]=[CH:38][CH:37]=[CH:36][CH:35]=1. The catalyst is C(Cl)Cl. The product is [CH3:22][C:18]1[CH:19]=[C:20]([CH3:21])[N:16]([CH2:15][C:14]([N:11]2[CH2:12][CH2:13][N:8]([C:3]3[CH:4]=[CH:5][CH:6]=[CH:7][C:2]=3[NH:1][C:33](=[O:40])[C:34]3[CH:39]=[CH:38][CH:37]=[CH:36][CH:35]=3)[CH2:9][CH2:10]2)=[O:23])[N:17]=1. The yield is 1.00. (3) The reactants are Cl.[N+:2]([C:5]1[CH:10]=[CH:9][CH:8]=[CH:7][C:6]=1[S:11]([N:14]1[CH2:19][CH2:18][NH:17][CH2:16][C:15]1=[O:20])(=[O:13])=[O:12])([O-:4])=[O:3].[CH2:21]([O:28][C:29]([NH:31][C:32]1[N:40]=[CH:39][N:38]=[C:37]2[C:33]=1[N:34]=[CH:35][N:36]2[CH2:41][C:42](O)=[O:43])=[O:30])[C:22]1[CH:27]=[CH:26][CH:25]=[CH:24][CH:23]=1. No catalyst specified. The product is [CH2:21]([O:28][C:29]([NH:31][C:32]1[N:40]=[CH:39][N:38]=[C:37]2[C:33]=1[N:34]=[CH:35][N:36]2[CH2:41][C:42]([N:17]1[CH2:18][CH2:19][N:14]([S:11]([C:6]2[CH:7]=[CH:8][CH:9]=[CH:10][C:5]=2[N+:2]([O-:4])=[O:3])(=[O:12])=[O:13])[C:15](=[O:20])[CH2:16]1)=[O:43])=[O:30])[C:22]1[CH:23]=[CH:24][CH:25]=[CH:26][CH:27]=1. The yield is 0.610. (4) The product is [F:4][C:3]([F:6])([F:5])[C:1]([OH:7])=[O:2].[CH3:48][O:47][C:46]1[C:37]([CH2:36][N:22]2[C:21](=[O:52])[C@@H:20]([NH:19][C:17](=[O:18])[C@@H:16]([NH:15][CH3:13])[CH3:53])[C:26]3([CH2:27][CH2:28][O:29][CH2:30][CH2:31]3)[O:25][C:24]3[CH:32]=[CH:33][CH:34]=[CH:35][C:23]2=3)=[C:38]2[C:43](=[CH:44][CH:45]=1)[CH:42]=[C:41]([C:49]([OH:51])=[O:50])[CH:40]=[CH:39]2. The catalyst is C(Cl)Cl. The reactants are [C:1]([OH:7])([C:3]([F:6])([F:5])[F:4])=[O:2].C(O[C:13]([N:15](C)[C@@H:16]([CH3:53])[C:17]([NH:19][C@H:20]1[C:26]2([CH2:31][CH2:30][O:29][CH2:28][CH2:27]2)[O:25][C:24]2[CH:32]=[CH:33][CH:34]=[CH:35][C:23]=2[N:22]([CH2:36][C:37]2[C:46]([O:47][CH3:48])=[CH:45][CH:44]=[C:43]3[C:38]=2[CH:39]=[CH:40][C:41]([C:49]([OH:51])=[O:50])=[CH:42]3)[C:21]1=[O:52])=[O:18])=O)(C)(C)C. The yield is 0.830.